From a dataset of Reaction yield outcomes from USPTO patents with 853,638 reactions. Predict the reaction yield, written as a fraction of the theoretical maximum amount of product (1.0 means a 100% yield; for example, 0.34 means a 34% yield). (1) The reactants are [OH:1][C:2]1[C:3]([C:12](=[O:14])[CH3:13])=[N:4][C:5]2[C:10]([CH:11]=1)=[CH:9][CH:8]=[CH:7][CH:6]=2.[CH2:15]([O:22][C:23]1[CH:32]=[C:31]2[C:26]([C:27](Cl)=[CH:28][CH:29]=[N:30]2)=[CH:25][C:24]=1[O:34][CH3:35])[C:16]1[CH:21]=[CH:20][CH:19]=[CH:18][CH:17]=1.O. The catalyst is CN(C)C1C=CN=CC=1.ClC1C=CC=CC=1Cl. The product is [CH2:15]([O:22][C:23]1[CH:32]=[C:31]2[C:26]([C:27]([O:1][C:2]3[C:3]([C:12](=[O:14])[CH3:13])=[N:4][C:5]4[C:10]([CH:11]=3)=[CH:9][CH:8]=[CH:7][CH:6]=4)=[CH:28][CH:29]=[N:30]2)=[CH:25][C:24]=1[O:34][CH3:35])[C:16]1[CH:17]=[CH:18][CH:19]=[CH:20][CH:21]=1. The yield is 0.360. (2) The product is [CH2:2]([O:16][C:11]1[CH:12]=[CH:13][CH:14]=[CH:15][C:10]=1[NH:9][C:6](=[O:8])[CH3:7])[C:3]#[C:4][CH3:5]. The yield is 0.740. The reactants are Br[CH2:2][C:3]#[C:4][CH3:5].[C:6]([NH:9][C:10]1[CH:15]=[CH:14][CH:13]=[CH:12][C:11]=1[OH:16])(=[O:8])[CH3:7].C(=O)([O-])[O-].[K+].[K+]. The catalyst is CC(=O)CC.[I-].[Na+]. (3) The reactants are Br[C:2]1[CH:7]=[C:6]([O:8][CH:9]([F:11])[F:10])[CH:5]=[CH:4][C:3]=1[NH:12][CH:13]=[O:14].[Si:15]([O:22][C:23]1[CH:29]=[CH:28][C:26]([NH2:27])=[CH:25][CH:24]=1)([C:18]([CH3:21])([CH3:20])[CH3:19])([CH3:17])[CH3:16]. No catalyst specified. The product is [Si:15]([O:22][C:23]1[CH:29]=[CH:28][C:26]([NH:27][C:2]2[CH:7]=[C:6]([O:8][CH:9]([F:11])[F:10])[CH:5]=[CH:4][C:3]=2[NH:12][CH:13]=[O:14])=[CH:25][CH:24]=1)([C:18]([CH3:21])([CH3:20])[CH3:19])([CH3:17])[CH3:16]. The yield is 0.410. (4) The yield is 0.320. The product is [CH2:1]([S:4]([O:7][C:8]1[CH:13]=[CH:12][C:11]([C:14]2([C:22]3[CH:23]=[C:24]([C:38]4[CH:39]=[C:34]([O:33][S:30]([CH3:29])(=[O:32])=[O:31])[CH:35]=[C:36]([O:49][CH3:50])[CH:37]=4)[CH:25]=[CH:26][CH:27]=3)[C:18](=[O:19])[N:17]([CH3:20])[C:16]([NH2:21])=[N:15]2)=[CH:10][CH:9]=1)(=[O:6])=[O:5])[CH2:2][CH3:3]. The reactants are [CH2:1]([S:4]([O:7][C:8]1[CH:13]=[CH:12][C:11]([C:14]2([C:22]3[CH:27]=[CH:26][CH:25]=[C:24](Br)[CH:23]=3)[C:18](=[O:19])[N:17]([CH3:20])[C:16]([NH2:21])=[N:15]2)=[CH:10][CH:9]=1)(=[O:6])=[O:5])[CH2:2][CH3:3].[CH3:29][S:30]([O:33][C:34]1[CH:39]=[C:38](B2OC(C)(C)C(C)(C)O2)[CH:37]=[C:36]([O:49][CH3:50])[CH:35]=1)(=[O:32])=[O:31].C(=O)([O-])[O-].[K+].[K+]. The catalyst is O1CCCC1. (5) The reactants are [C:1]([C:5]1[CH:6]=[C:7](/[CH:15]=[CH:16]/[C:17]([C:19]2[CH:27]=[CH:26][C:22]([C:23]([OH:25])=[O:24])=[CH:21][CH:20]=2)=[O:18])[CH:8]=[C:9]([C:11]([CH3:14])([CH3:13])[CH3:12])[CH:10]=1)([CH3:4])([CH3:3])[CH3:2].[CH3:28]S(O)(=O)=O. The catalyst is CO. The product is [CH3:28][O:24][C:23](=[O:25])[C:22]1[CH:21]=[CH:20][C:19]([C:17](=[O:18])/[CH:16]=[CH:15]/[C:7]2[CH:6]=[C:5]([C:1]([CH3:2])([CH3:3])[CH3:4])[CH:10]=[C:9]([C:11]([CH3:13])([CH3:14])[CH3:12])[CH:8]=2)=[CH:27][CH:26]=1. The yield is 0.800. (6) The reactants are C[Mg]Br.O1CCC[CH2:5]1.[O:9]=[C:10]1[CH2:13][N:12]([C:14]([O:16][C:17]([CH3:20])([CH3:19])[CH3:18])=[O:15])[CH2:11]1.[Cl-].[NH4+]. The catalyst is O1CCCC1. The product is [OH:9][C:10]1([CH3:5])[CH2:13][N:12]([C:14]([O:16][C:17]([CH3:20])([CH3:19])[CH3:18])=[O:15])[CH2:11]1. The yield is 0.410. (7) The reactants are [NH:1]([C:3]1[N:4]=[C:5]2[CH:11]=[CH:10][N:9]([S:12]([C:15]3[CH:21]=[CH:20][C:18]([CH3:19])=[CH:17][CH:16]=3)(=[O:14])=[O:13])[C:6]2=[N:7][CH:8]=1)[NH2:2].[CH2:22]([CH:24]1[CH2:32][C:27]2([O:31][CH2:30][CH2:29][O:28]2)[CH2:26][CH:25]1[C:33](O)=[O:34])[CH3:23].CN(C(ON1N=NC2C=CC=NC1=2)=[N+](C)C)C.F[P-](F)(F)(F)(F)F. The catalyst is C(Cl)Cl. The product is [CH2:22]([CH:24]1[CH2:32][C:27]2([O:28][CH2:29][CH2:30][O:31]2)[CH2:26][CH:25]1[C:33]([NH:2][NH:1][C:3]1[N:4]=[C:5]2[CH:11]=[CH:10][N:9]([S:12]([C:15]3[CH:21]=[CH:20][C:18]([CH3:19])=[CH:17][CH:16]=3)(=[O:13])=[O:14])[C:6]2=[N:7][CH:8]=1)=[O:34])[CH3:23]. The yield is 0.890.